Dataset: Forward reaction prediction with 1.9M reactions from USPTO patents (1976-2016). Task: Predict the product of the given reaction. (1) Given the reactants ClC1C=CC=C(C(OO)=[O:9])C=1.[CH3:12][C@H:13]1[C:21]2[C:20]([N:22]3[CH2:27][CH2:26][N:25]([C:28]([O:30][C:31]([CH3:34])([CH3:33])[CH3:32])=[O:29])[CH2:24][CH2:23]3)=[N:19][CH:18]=[N:17][C:16]=2[CH2:15][CH2:14]1.C([O-])(O)=O.[Na+].[O-]S([O-])(=S)=O.[Na+].[Na+].C([O-])([O-])=O.[Na+].[Na+], predict the reaction product. The product is: [C:31]([O:30][C:28]([N:25]1[CH2:24][CH2:23][N:22]([C:20]2[N:19]=[CH:18][N+:17]([O-:9])=[C:16]3[CH2:15][CH2:14][C@@H:13]([CH3:12])[C:21]=23)[CH2:27][CH2:26]1)=[O:29])([CH3:33])([CH3:32])[CH3:34]. (2) The product is: [OH:24][C:20]1[CH:19]=[C:18]([NH:17][C:5]2[N:6]=[C:7]3[C:2]([NH:1][C:61](=[O:63])[N:8]3[C:9]3[CH:14]=[CH:13][CH:12]=[CH:11][C:10]=3[O:15][CH3:16])=[C:3]([C:25]([NH2:37])=[O:26])[N:4]=2)[CH:23]=[CH:22][CH:21]=1. Given the reactants [NH2:1][C:2]1[C:3]([C:25](OCC)=[O:26])=[N:4][C:5]([NH:17][C:18]2[CH:23]=[CH:22][CH:21]=[C:20]([OH:24])[CH:19]=2)=[N:6][C:7]=1[NH:8][C:9]1[CH:14]=[CH:13][CH:12]=[CH:11][C:10]=1[O:15][CH3:16].OC1C=C([NH:37]C2N=C(C(OCC)=O)C([N+]([O-])=O)=C(NC3C=CC=CC=3OC)N=2)C=CC=1.[CH2:61]([OH:63])C, predict the reaction product. (3) Given the reactants [Cl:1][C:2]1[C:7]([F:8])=[C:6]([CH3:9])[C:5](I)=[CH:4][N:3]=1.[F:11][C@H:12]1[CH2:14][C@H:13]1[C:15]([NH:17][C:18]1[N:19]=[CH:20][C:21]2[C:26]([CH:27]=1)=[CH:25][CH:24]=[C:23](B1OC(C)(C)C(C)(C)O1)[CH:22]=2)=[O:16], predict the reaction product. The product is: [Cl:1][C:2]1[N:3]=[CH:4][C:5]([C:23]2[CH:22]=[C:21]3[C:26]([CH:27]=[C:18]([NH:17][C:15]([C@@H:13]4[CH2:14][C@@H:12]4[F:11])=[O:16])[N:19]=[CH:20]3)=[CH:25][CH:24]=2)=[C:6]([CH3:9])[C:7]=1[F:8]. (4) Given the reactants [CH3:1][C:2]1[S:3][CH:4]=[CH:5][N:6]=1.C([Li])CCC.CCCCCC.[O:18]=[C:19]([CH3:25])[C:20]([O:22][CH2:23][CH3:24])=[O:21].[Cl-].[NH4+], predict the reaction product. The product is: [OH:18][C:19]([C:4]1[S:3][C:2]([CH3:1])=[N:6][CH:5]=1)([CH3:25])[C:20]([O:22][CH2:23][CH3:24])=[O:21].